This data is from Full USPTO retrosynthesis dataset with 1.9M reactions from patents (1976-2016). The task is: Predict the reactants needed to synthesize the given product. (1) The reactants are: [CH3:1][CH:2]([C:4]1[N:8]([CH2:9][CH2:10][C@@H:11]([OH:19])[CH2:12][C@@H:13]([OH:18])[CH2:14][C:15]([O-:17])=[O:16])[C:7]([C:20]2[CH:21]=[CH:22][C:23]([F:26])=[CH:24][CH:25]=2)=[C:6]([C:27]2[CH:28]=[CH:29][CH:30]=[CH:31][CH:32]=2)[C:5]=1[C:33]([NH:35][C:36]1[CH:37]=[CH:38][CH:39]=[CH:40][CH:41]=1)=[O:34])[CH3:3].[CH3:3][CH:2]([C:4]1[N:8]([CH2:9][CH2:10][C@@H:11]([OH:19])[CH2:12][C@@H:13]([OH:18])[CH2:14][C:15]([O-:17])=[O:16])[C:7]([C:20]2[CH:25]=[CH:24][C:23]([F:26])=[CH:22][CH:21]=2)=[C:6]([C:27]2[CH:32]=[CH:31][CH:30]=[CH:29][CH:28]=2)[C:5]=1[C:33]([NH:35][C:36]1[CH:41]=[CH:40][CH:39]=[CH:38][CH:37]=1)=[O:34])[CH3:1].[Ca+2].Cl.CC(C1N(CC[C@@H](O)C[C@@H](O)CC(O)=O)C(C2C=CC(F)=CC=2)=C(C2C=CC=CC=2)C=1C(NC1C=CC=CC=1)=O)C. Given the product [F:26][C:23]1[CH:22]=[CH:21][C:20]([C:7]2[N:8]([CH2:9][CH2:10][CH:11]([OH:19])[CH2:12][CH:13]([OH:18])[CH2:14][C:15]([OH:17])=[O:16])[C:4]([CH:2]([CH3:3])[CH3:1])=[C:5]([C:33]([NH:35][C:36]3[CH:37]=[CH:38][CH:39]=[CH:40][CH:41]=3)=[O:34])[C:6]=2[C:27]2[CH:28]=[CH:29][CH:30]=[CH:31][CH:32]=2)=[CH:25][CH:24]=1, predict the reactants needed to synthesize it. (2) Given the product [CH2:1]([N:2]1[CH2:8][C:7]2[CH:10]=[CH:11][C:12]([N+:14]([O-:16])=[O:15])=[CH:13][C:6]=2[NH:5][CH2:4][CH2:3]1)[CH3:17], predict the reactants needed to synthesize it. The reactants are: [CH3:1][NH:2][CH2:3][CH2:4][NH:5][C:6]1[CH:13]=[C:12]([N+:14]([O-:16])=[O:15])[CH:11]=[CH:10][C:7]=1[C:8]#N.[CH3:17]C(C[AlH]CC(C)C)C.CC(O)=O.C([BH3-])#N.[Na+].